Dataset: Forward reaction prediction with 1.9M reactions from USPTO patents (1976-2016). Task: Predict the product of the given reaction. (1) Given the reactants Cl[C:2]1[N:7]=[CH:6][N:5]=[C:4]([C:8]([NH:10][C:11]2[CH:16]=[CH:15][C:14]([OH:17])=[CH:13][C:12]=2C)=[O:9])[CH:3]=1.ClC1N=CN=C([C:26]([NH:28][C:29]2[CH:34]=[CH:33][C:32](O)=[CH:31][CH:30]=2)=O)C=1.C(N(CC)CC)C.CNC1CCCCC1, predict the reaction product. The product is: [CH:29]1([N:28]([CH3:26])[C:2]2[N:7]=[CH:6][N:5]=[C:4]([C:8]([NH:10][C:11]3[CH:12]=[CH:13][C:14]([OH:17])=[CH:15][CH:16]=3)=[O:9])[CH:3]=2)[CH2:34][CH2:33][CH2:32][CH2:31][CH2:30]1. (2) The product is: [CH3:1][C:2]1[CH:3]([C:10]2[CH:17]=[CH:16][CH:15]=[CH:14][C:11]=2[CH2:12][NH:22][C:21]2[CH:23]=[C:24]([CH3:26])[CH:25]=[C:19]([CH3:18])[CH:20]=2)[C:4]([CH3:9])=[C:5]([CH3:8])[C:6]=1[CH3:7]. Given the reactants [CH3:1][C:2]1[CH:3]([C:10]2[CH:17]=[CH:16][CH:15]=[CH:14][C:11]=2[CH:12]=O)[C:4]([CH3:9])=[C:5]([CH3:8])[C:6]=1[CH3:7].[CH3:18][C:19]1[CH:20]=[C:21]([CH:23]=[C:24]([CH3:26])[CH:25]=1)[NH2:22].C(O)(=O)C.[BH4-].[Na+], predict the reaction product. (3) Given the reactants [CH2:1]([N:5]([CH2:9][CH2:10][CH2:11][CH3:12])[CH2:6][CH2:7][OH:8])[CH2:2][CH2:3][CH3:4].[Cl:13][CH2:14][CH2:15][CH2:16][CH3:17], predict the reaction product. The product is: [Cl-:13].[OH:8][CH2:7][CH2:6][N+:5]([CH2:14][CH2:15][CH2:16][CH3:17])([CH2:9][CH2:10][CH2:11][CH3:12])[CH2:1][CH2:2][CH2:3][CH3:4].